Dataset: Catalyst prediction with 721,799 reactions and 888 catalyst types from USPTO. Task: Predict which catalyst facilitates the given reaction. (1) Reactant: [CH3:1][C:2]1[N:7]=[CH:6][C:5]([NH2:8])=[C:4]([NH:9][C:10]2[CH:15]=[CH:14][CH:13]=[CH:12][N:11]=2)[CH:3]=1.C(O)(=O)C.[N:20](OC(C)(C)C)=O. Product: [CH3:1][C:2]1[N:7]=[CH:6][C:5]2[N:8]=[N:20][N:9]([C:10]3[CH:15]=[CH:14][CH:13]=[CH:12][N:11]=3)[C:4]=2[CH:3]=1. The catalyst class is: 1. (2) Product: [O:6]=[C:7]1[N:11]2[CH:12]=[CH:13][CH:14]=[C:15]([C:16]3[CH:17]=[C:18]([CH:24]=[CH:25][CH:26]=3)[C:19]([OH:21])=[O:20])[C:10]2=[N:9][N:8]1[CH2:27][C:28]1[CH:33]=[CH:32][CH:31]=[C:30]([C:34]([F:37])([F:35])[F:36])[CH:29]=1. The catalyst class is: 90. Reactant: [OH-].[Na+].C(O)C.[O:6]=[C:7]1[N:11]2[CH:12]=[CH:13][CH:14]=[C:15]([C:16]3[CH:17]=[C:18]([CH:24]=[CH:25][CH:26]=3)[C:19]([O:21]CC)=[O:20])[C:10]2=[N:9][N:8]1[CH2:27][C:28]1[CH:33]=[CH:32][CH:31]=[C:30]([C:34]([F:37])([F:36])[F:35])[CH:29]=1.Cl. (3) Reactant: [OH:1][CH2:2][C@H:3]1[O:7][C:6](=[O:8])[CH2:5][CH2:4]1.[S:9](Cl)([C:12]1[CH:18]=[CH:17][C:15]([CH3:16])=[CH:14][CH:13]=1)(=[O:11])=[O:10].CCOC(C)=O. Product: [CH3:16][C:15]1[CH:17]=[CH:18][C:12]([S:9]([O:1][CH2:2][C@@H:3]2[CH2:4][CH2:5][C:6](=[O:8])[O:7]2)(=[O:11])=[O:10])=[CH:13][CH:14]=1. The catalyst class is: 2. (4) The catalyst class is: 3. Reactant: [C:1]([O:4][CH2:5][C:6]1[C:7]([Br:18])=[C:8]([CH2:12][CH2:13][CH2:14][C:15]([OH:17])=[O:16])[CH:9]=[CH:10][CH:11]=1)(=[O:3])[CH3:2].[C:19](=O)([O-])[O-].[K+].[K+].IC. Product: [C:1]([O:4][CH2:5][C:6]1[C:7]([Br:18])=[C:8]([CH2:12][CH2:13][CH2:14][C:15]([O:17][CH3:19])=[O:16])[CH:9]=[CH:10][CH:11]=1)(=[O:3])[CH3:2].